Dataset: Forward reaction prediction with 1.9M reactions from USPTO patents (1976-2016). Task: Predict the product of the given reaction. (1) Given the reactants Cl[C:2]1[S:3][C:4]2[CH:10]=[C:9]([N+:11]([O-:13])=[O:12])[CH:8]=[CH:7][C:5]=2[N:6]=1.[N:14]1([C:20]([O:22][CH2:23][C:24]2[CH:29]=[CH:28][CH:27]=[CH:26][CH:25]=2)=[O:21])[CH2:19][CH2:18][NH:17][CH2:16][CH2:15]1.C([O-])(O)=O.[Na+], predict the reaction product. The product is: [CH2:23]([O:22][C:20]([N:14]1[CH2:19][CH2:18][N:17]([C:2]2[S:3][C:4]3[CH:10]=[C:9]([N+:11]([O-:13])=[O:12])[CH:8]=[CH:7][C:5]=3[N:6]=2)[CH2:16][CH2:15]1)=[O:21])[C:24]1[CH:29]=[CH:28][CH:27]=[CH:26][CH:25]=1. (2) Given the reactants [CH:1]1([CH2:6][N:7]([C:20]2[CH:25]=[CH:24][C:23](S(C)(=O)=O)=[CH:22][CH:21]=2)[C:8](=[O:19])[NH:9][C:10]2[S:11][CH:12]=[C:13](CC(O)=O)[N:14]=2)[CH2:5][CH2:4][CH2:3][CH2:2]1.C1(CNC2C=CC=CC=2[Br:43])CCCC1.C([O:46][C:47](=[O:56])[CH2:48][S:49]C1SC(N)=NC=1)C, predict the reaction product. The product is: [Br:43][C:25]1[CH:24]=[CH:23][CH:22]=[CH:21][C:20]=1[N:7]([CH2:6][CH:1]1[CH2:2][CH2:3][CH2:4][CH2:5]1)[C:8](=[O:19])[NH:9][C:10]1[S:11][C:12]([S:49][CH2:48][C:47]([OH:46])=[O:56])=[CH:13][N:14]=1.